Dataset: Experimentally validated miRNA-target interactions with 360,000+ pairs, plus equal number of negative samples. Task: Binary Classification. Given a miRNA mature sequence and a target amino acid sequence, predict their likelihood of interaction. (1) The miRNA is hsa-miR-1304-3p with sequence UCUCACUGUAGCCUCGAACCCC. The protein sequence of the target gene is MELLTFRDVTIEFSLEEWEFLNPAQQSLYRKVMLENYRNLVSLGLTVSKPELISRLEQRQEPWNVKRHETIAKPPAMSSHYTEDLLPEQCMQDSFQKVILRRYGSCGLEDLHLRKDGENVGECKDQKEIYNGLNQCLSTLPSKIFPYNKCVKVFSKSSNLNRENIRHTTEKLFKCMQCGKVFKSHSGLSYHKIIHTEEKLCICEECGKTFKWFSYLTKHKRIHTGEKPYKCEECGKAFNWCSSLTKHKRIHTGEKPYKCEECGKAFHWCSPFVRHKKIHTGEKPYTCEDCGRAFNRHSHL.... Result: 1 (interaction). (2) Result: 0 (no interaction). The miRNA is hsa-miR-942-3p with sequence CACAUGGCCGAAACAGAGAAGU. The protein sequence of the target gene is MTMSSFLINSNYIEPKFPPFEEYAQHSGSGGADGGPGGGPGYQQPPAPPTQHLPLQQPQLPHAGGGREPTASYYAPRTAREPAYPAAALYPAHGAADTAYPYGYRGGASPGRPPQPEQPPAQAKGPAHGLHASHVLQPQLPPPLQPRAVPPAAPRRCEAAPATPGVPAGGSAPACPLLLADKSPLGLKGKEPVVYPWMKKIHVSAVNPSYNGGEPKRSRTAYTRQQVLELEKEFHFNRYLTRRRRIEIAHTLCLSERQVKIWFQNRRMKWKKDHKLPNTKMRSSNSASASAGPPGKAQTQ....